This data is from Forward reaction prediction with 1.9M reactions from USPTO patents (1976-2016). The task is: Predict the product of the given reaction. (1) Given the reactants [CH3:1][N:2]1[CH2:7][CH2:6][NH:5][CH2:4][CH2:3]1.C1C=CC2N(O)N=NC=2C=1.CCN=C=NCCCN(C)C.Cl.[OH:30][C:31]1[CH:39]=[CH:38][C:34]([C:35]([OH:37])=O)=[CH:33][C:32]=1[O:40][CH3:41], predict the reaction product. The product is: [OH:30][C:31]1[CH:39]=[CH:38][C:34]([C:35]([N:5]2[CH2:6][CH2:7][N:2]([CH3:1])[CH2:3][CH2:4]2)=[O:37])=[CH:33][C:32]=1[O:40][CH3:41]. (2) Given the reactants C([N:8]1[CH2:14][C:13]2[CH:15]=[CH:16][C:17]([O:19][CH:20]([CH:22]3[CH2:24][CH2:23]3)[CH3:21])=[N:18][C:12]=2[O:11][CH2:10][CH2:9]1)C1C=CC=CC=1, predict the reaction product. The product is: [CH:22]1([CH:20]([O:19][C:17]2[CH:16]=[CH:15][C:13]3[CH2:14][NH:8][CH2:9][CH2:10][O:11][C:12]=3[N:18]=2)[CH3:21])[CH2:24][CH2:23]1.